This data is from Retrosynthesis with 50K atom-mapped reactions and 10 reaction types from USPTO. The task is: Predict the reactants needed to synthesize the given product. (1) Given the product COc1ccccc1NC(=O)c1ccc(CN(C)C(=O)OC(C)(C)C)cc1, predict the reactants needed to synthesize it. The reactants are: CC(C)(C)OC(=O)OC(=O)OC(C)(C)C.CNCc1ccc(C(=O)Nc2ccccc2OC)cc1. (2) Given the product O=C(O)c1ccc(Oc2nc3ccccc3s2)cc1F, predict the reactants needed to synthesize it. The reactants are: Clc1nc2ccccc2s1.O=C(O)c1ccc(O)cc1F.